This data is from Full USPTO retrosynthesis dataset with 1.9M reactions from patents (1976-2016). The task is: Predict the reactants needed to synthesize the given product. (1) Given the product [Cl:1][C:2]1[CH:3]=[C:4]([NH:9][C:10](=[N:30][CH3:29])[NH:11][C:12]2[N:17]=[C:16]([NH:18][CH2:19][CH2:20][CH2:21][N:22]([CH3:24])[CH3:23])[CH:15]=[C:14]([CH3:25])[N:13]=2)[CH:5]=[CH:6][C:7]=1[Cl:8], predict the reactants needed to synthesize it. The reactants are: [Cl:1][C:2]1[CH:3]=[C:4]([NH:9][C:10](=S)[NH:11][C:12]2[N:17]=[C:16]([NH:18][CH2:19][CH2:20][CH2:21][N:22]([CH3:24])[CH3:23])[CH:15]=[C:14]([CH3:25])[N:13]=2)[CH:5]=[CH:6][C:7]=1[Cl:8].[I-].Cl[C:29]1C=CC=C[N+:30]=1C.C(N(CC)CC)C.CN. (2) Given the product [CH2:13]([N:15]1[C:21]2[N:22]=[CH:23][C:24]([CH2:26][CH2:27][O:28][C:40]3[CH:39]=[C:38]([C:42]4[CH:47]=[CH:46][C:45]([C:48]([O:50][CH3:51])=[O:49])=[CH:44][CH:43]=4)[CH:37]=[CH:36][CH:41]=3)=[CH:25][C:20]=2[C:19](=[O:29])[N:18]([CH3:30])[C:17]2[CH:31]=[CH:32][CH:33]=[N:34][C:16]1=2)[CH3:14], predict the reactants needed to synthesize it. The reactants are: CCOC(/N=N/C(OCC)=O)=O.[CH2:13]([N:15]1[C:21]2[N:22]=[CH:23][C:24]([CH2:26][CH2:27][OH:28])=[CH:25][C:20]=2[C:19](=[O:29])[N:18]([CH3:30])[C:17]2[CH:31]=[CH:32][CH:33]=[N:34][C:16]1=2)[CH3:14].O[C:36]1[CH:37]=[C:38]([C:42]2[CH:47]=[CH:46][C:45]([C:48]([O:50][CH3:51])=[O:49])=[CH:44][CH:43]=2)[CH:39]=[CH:40][CH:41]=1.C1C=CC(P(C2C=CC=CC=2)C2C=CC=CC=2)=CC=1. (3) Given the product [CH3:7][O:8][C:9]1[CH:10]=[C:11]([CH:14]=[CH:15][CH:16]=1)[CH2:12][N:1]1[CH2:5][CH2:4][CH:3]([OH:6])[CH2:2]1, predict the reactants needed to synthesize it. The reactants are: [NH:1]1[CH2:5][CH2:4][CH:3]([OH:6])[CH2:2]1.[CH3:7][O:8][C:9]1[CH:10]=[C:11]([CH:14]=[CH:15][CH:16]=1)[CH:12]=O.C(O[BH-](OC(=O)C)OC(=O)C)(=O)C.[Na+].C(O)(=O)C.C(=O)(O)[O-].[Na+]. (4) Given the product [ClH:13].[C:1]1([CH2:7][C:8]([NH:10][C:11]([NH:22][C:21]2[CH:23]=[CH:24][C:18]([C:14]([CH3:17])([CH3:16])[CH3:15])=[CH:19][CH:20]=2)=[NH:12])=[O:9])[CH:6]=[CH:5][CH:4]=[CH:3][CH:2]=1, predict the reactants needed to synthesize it. The reactants are: [C:1]1([CH2:7][C:8]([NH:10][C:11]#[N:12])=[O:9])[CH:6]=[CH:5][CH:4]=[CH:3][CH:2]=1.[ClH:13].[C:14]([C:18]1[CH:24]=[CH:23][C:21]([NH2:22])=[CH:20][CH:19]=1)([CH3:17])([CH3:16])[CH3:15]. (5) Given the product [Cl:36][CH2:32][C:29]1[S:28][C:27]([C:24]2[N:23]=[N:22][C:21]([N:13]([CH2:12][C:8]3([C:3]4[C:2]([F:1])=[CH:7][CH:6]=[CH:5][N:4]=4)[CH2:11][CH2:10][CH2:9]3)[C:14](=[O:20])[O:15][C:16]([CH3:19])([CH3:18])[CH3:17])=[CH:26][CH:25]=2)=[N:31][CH:30]=1, predict the reactants needed to synthesize it. The reactants are: [F:1][C:2]1[C:3]([C:8]2([CH2:12][N:13]([C:21]3[N:22]=[N:23][C:24]([C:27]4[S:28][C:29]([CH2:32]O)=[CH:30][N:31]=4)=[CH:25][CH:26]=3)[C:14](=[O:20])[O:15][C:16]([CH3:19])([CH3:18])[CH3:17])[CH2:11][CH2:10][CH2:9]2)=[N:4][CH:5]=[CH:6][CH:7]=1.S(Cl)([Cl:36])=O. (6) Given the product [F:23][C:22]1[C:16]2[O:15][CH2:14][CH:13]([CH2:12][N:25]3[CH2:28][CH2:27][CH2:26]3)[O:18][C:17]=2[CH:19]=[C:20]([F:24])[CH:21]=1, predict the reactants needed to synthesize it. The reactants are: CC1C=CC(S(O[CH2:12][CH:13]2[O:18][C:17]3[CH:19]=[C:20]([F:24])[CH:21]=[C:22]([F:23])[C:16]=3[O:15][CH2:14]2)(=O)=O)=CC=1.[NH:25]1[CH2:28][CH2:27][CH2:26]1. (7) Given the product [C:3]([O:7][C:8]([NH:10][CH2:11][CH2:12][CH2:13][CH2:14][CH2:15][O:16][C:17]1[CH:26]=[C:25]([F:27])[CH:24]=[CH:23][C:18]=1[C:19]([OH:21])=[O:20])=[O:9])([CH3:6])([CH3:4])[CH3:5], predict the reactants needed to synthesize it. The reactants are: CO.[C:3]([O:7][C:8]([NH:10][CH2:11][CH2:12][CH2:13][CH2:14][CH2:15][O:16][C:17]1[CH:26]=[C:25]([F:27])[CH:24]=[CH:23][C:18]=1[C:19]([O:21]C)=[O:20])=[O:9])([CH3:6])([CH3:5])[CH3:4].O[Li].O. (8) Given the product [CH:45]1([C:43]([C:30]2[C:31]([C:33]([O:35][CH2:36][CH3:37])=[O:34])=[CH:32][N:28]([CH2:27][C:26]3[CH:25]=[CH:24][C:23]([O:22][CH3:21])=[CH:39][CH:38]=3)[N:29]=2)=[O:44])[CH2:47][CH2:46]1, predict the reactants needed to synthesize it. The reactants are: C([Li])CCC.C(NC(C)C)(C)C.[Li+].CC([N-]C(C)C)C.[CH3:21][O:22][C:23]1[CH:39]=[CH:38][C:26]([CH2:27][N:28]2[CH:32]=[C:31]([C:33]([O:35][CH2:36][CH3:37])=[O:34])[CH:30]=[N:29]2)=[CH:25][CH:24]=1.CON(C)[C:43]([CH:45]1[CH2:47][CH2:46]1)=[O:44]. (9) Given the product [Cl:1][C:2]1[CH:3]=[C:4]([NH:8][C:9]2[N:14]=[C:13]([C:15]3[CH:20]=[CH:19][N:18]=[C:17]([CH2:21][OH:22])[CH:16]=3)[CH:12]=[CH:11][N:10]=2)[CH:5]=[CH:6][CH:7]=1, predict the reactants needed to synthesize it. The reactants are: [Cl:1][C:2]1[CH:3]=[C:4]([NH:8][C:9]2[N:14]=[C:13]([C:15]3[CH:20]=[CH:19][N:18]=[C:17]([C:21](OCC)=[O:22])[CH:16]=3)[CH:12]=[CH:11][N:10]=2)[CH:5]=[CH:6][CH:7]=1.[BH4-].[Na+].O. (10) The reactants are: [CH2:1]([O:8][C:9]1[C:18](=[O:19])[N:17]2[C:12]([C:13]([CH3:21])([CH3:20])[O:14][CH2:15][CH2:16]2)=[N:11][C:10]=1[C:22](O)=[O:23])[C:2]1[CH:7]=[CH:6][CH:5]=[CH:4][CH:3]=1.[NH2:25][CH2:26][C:27]1[CH:32]=[CH:31][C:30]([F:33])=[CH:29][C:28]=1[N:34]1[C@H:38]([CH2:39][O:40][Si:41]([C:44]([CH3:47])([CH3:46])[CH3:45])([CH3:43])[CH3:42])[CH2:37][CH2:36][C:35]1=[O:48]. Given the product [Si:41]([O:40][CH2:39][C@H:38]1[CH2:37][CH2:36][C:35](=[O:48])[N:34]1[C:28]1[CH:29]=[C:30]([F:33])[CH:31]=[CH:32][C:27]=1[CH2:26][NH:25][C:22]([C:10]1[N:11]=[C:12]2[N:17]([C:18](=[O:19])[C:9]=1[O:8][CH2:1][C:2]1[CH:3]=[CH:4][CH:5]=[CH:6][CH:7]=1)[CH2:16][CH2:15][O:14][C:13]2([CH3:20])[CH3:21])=[O:23])([C:44]([CH3:47])([CH3:46])[CH3:45])([CH3:43])[CH3:42], predict the reactants needed to synthesize it.